From a dataset of Experimentally validated miRNA-target interactions with 360,000+ pairs, plus equal number of negative samples. Binary Classification. Given a miRNA mature sequence and a target amino acid sequence, predict their likelihood of interaction. (1) The miRNA is ssc-miR-34c with sequence AGGCAGUGUAGUUAGCUGAUUGC. The protein sequence of the target gene is MAQKHPGERGLYGAHHSGGASLRTLGPSVDPEIPSFSGLRDSAGTAPNGTRCLTEHSGPKHTQHPNPAHWLDPSHGPPGGPGPPRDAEDPDQSETSSEEESGVDQELSKENETGNQKDGNSFLSIPSACNCQGTPGIPEGPYSEGGNGSSSNFCHHCTSPALGEDELEEEYDDEESLKFPSDFSRVSSGKKPPSRRQRHRFPTKEDTREGGRRDPRSPGRHRLGRKRSQADKRKGLGLWGAEELCQLGQAGFWWLIELLVLVGEYVETCGHLIYACRQLKSSDLDLFRVWMGVWTGRLGG.... Result: 0 (no interaction). (2) The miRNA is hsa-miR-424-5p with sequence CAGCAGCAAUUCAUGUUUUGAA. The protein sequence of the target gene is MAGAQPGVHALQLKPVCVSDSLKKGTKFVKWDDDSTIVTPIILRTDPQGFFFYWTDQNKETELLDLSLVKDARCGKHAKAPKDPKLRELLDVGNIGHLEQRMITVVYGPDLVNISHLNLVAFQEEVAKEWTNEVFSLATNLLAQNMSRDAFLEKAYTKLKLQVTPEGRIPLKNIYRLFSADRKRVETALEACSLPSSRNDSIPQEDFTPDVYRVFLNNLCPRPEIDNIFSEFGAKSKPYLTVDQMMDFINLKQRDPRLNEILYPPLKQEQVQVLIEKYEPNSSLAKKGQMSVDGFMRYLS.... Result: 0 (no interaction).